This data is from Reaction yield outcomes from USPTO patents with 853,638 reactions. The task is: Predict the reaction yield, written as a fraction of the theoretical maximum amount of product (1.0 means a 100% yield; for example, 0.34 means a 34% yield). The reactants are CS(C)=O.C(Cl)(=O)C(Cl)=O.[OH:11][CH:12]1[C:16]2[N:17]=[CH:18][N:19]=[C:20]([N:21]3[CH2:26][CH2:25][N:24]([C:27]([O:29][C:30]([CH3:33])([CH3:32])[CH3:31])=[O:28])[CH2:23][CH2:22]3)[C:15]=2[C@H:14]([CH3:34])[CH2:13]1.C(N(CC)CC)C. The product is [CH3:34][C@H:14]1[C:15]2[C:20]([N:21]3[CH2:26][CH2:25][N:24]([C:27]([O:29][C:30]([CH3:33])([CH3:32])[CH3:31])=[O:28])[CH2:23][CH2:22]3)=[N:19][CH:18]=[N:17][C:16]=2[C:12](=[O:11])[CH2:13]1. The catalyst is C(Cl)Cl.CCOC(C)=O.O. The yield is 0.823.